The task is: Predict the reactants needed to synthesize the given product.. This data is from Full USPTO retrosynthesis dataset with 1.9M reactions from patents (1976-2016). (1) Given the product [CH2:23]([O:25][C:2]1[N:7]=[C:6]([NH:8][C:9]2[CH:14]=[CH:13][C:12]([N:15]3[CH:19]=[C:18]([CH3:20])[N:17]=[CH:16]3)=[C:11]([O:21][CH3:22])[CH:10]=2)[CH:5]=[CH:4][CH:3]=1)[CH3:24], predict the reactants needed to synthesize it. The reactants are: Cl[C:2]1[N:7]=[C:6]([NH:8][C:9]2[CH:14]=[CH:13][C:12]([N:15]3[CH:19]=[C:18]([CH3:20])[N:17]=[CH:16]3)=[C:11]([O:21][CH3:22])[CH:10]=2)[CH:5]=[CH:4][CH:3]=1.[CH2:23]([O-:25])[CH3:24].[Na+].C(O)C. (2) Given the product [CH2:1]([O:8][C:9]1[CH:10]=[C:11]2[C:16](=[CH:17][CH:18]=1)[C:15](=[O:19])[N:14]([CH2:20][CH:21]1[CH2:23][CH2:22]1)[C:13]([CH2:24][N:35]1[C:31](=[O:41])[C:32]3[C:33](=[CH:37][CH:38]=[CH:39][CH:40]=3)[C:34]1=[O:36])=[C:12]2[O:26][CH2:27][CH2:28][CH2:29][CH3:30])[C:2]1[CH:7]=[CH:6][CH:5]=[CH:4][CH:3]=1, predict the reactants needed to synthesize it. The reactants are: [CH2:1]([O:8][C:9]1[CH:10]=[C:11]2[C:16](=[CH:17][CH:18]=1)[C:15](=[O:19])[N:14]([CH2:20][CH:21]1[CH2:23][CH2:22]1)[C:13]([CH2:24]Cl)=[C:12]2[O:26][CH2:27][CH2:28][CH2:29][CH3:30])[C:2]1[CH:7]=[CH:6][CH:5]=[CH:4][CH:3]=1.[C:31]1(=[O:41])[NH:35][C:34](=[O:36])[C:33]2=[CH:37][CH:38]=[CH:39][CH:40]=[C:32]12.[K].O. (3) Given the product [CH2:1]([NH:8][C:9]1[CH:14]=[CH:13][CH:12]=[CH:11][C:10]=1/[CH:15]=[CH:16]/[C:17]([NH:23][OH:21])=[O:19])[C:2]1[CH:7]=[CH:6][CH:5]=[CH:4][CH:3]=1, predict the reactants needed to synthesize it. The reactants are: [CH2:1]([NH:8][C:9]1[CH:14]=[CH:13][CH:12]=[CH:11][C:10]=1/[CH:15]=[CH:16]/[C:17]([O:19]C)=O)[C:2]1[CH:7]=[CH:6][CH:5]=[CH:4][CH:3]=1.[OH-:21].[Na+].[NH2:23]O. (4) Given the product [CH3:1][O:2][C:3](=[O:41])[C:4]1[CH:9]=[CH:8][C:7]([NH:10][C:11]([C@H:13]2[C@H:17]([C:18]3[CH:23]=[CH:22][CH:21]=[C:20]([Cl:24])[C:19]=3[F:25])[C@:16]([C:28]3[CH:33]=[CH:32][C:31]([Cl:34])=[CH:30][C:29]=3[F:35])([C:26]#[N:27])[C@H:15]([CH2:36][C:37]([CH3:38])([CH3:40])[CH3:39])[N:14]2[CH2:42][CH3:43])=[O:12])=[CH:6][CH:5]=1, predict the reactants needed to synthesize it. The reactants are: [CH3:1][O:2][C:3](=[O:41])[C:4]1[CH:9]=[CH:8][C:7]([NH:10][C:11]([C@H:13]2[C@H:17]([C:18]3[CH:23]=[CH:22][CH:21]=[C:20]([Cl:24])[C:19]=3[F:25])[C@:16]([C:28]3[CH:33]=[CH:32][C:31]([Cl:34])=[CH:30][C:29]=3[F:35])([C:26]#[N:27])[C@H:15]([CH2:36][C:37]([CH3:40])([CH3:39])[CH3:38])[NH:14]2)=[O:12])=[CH:6][CH:5]=1.[CH:42](=O)[CH3:43].C(O[BH-](OC(=O)C)OC(=O)C)(=O)C.[Na+].